Regression. Given a peptide amino acid sequence and an MHC pseudo amino acid sequence, predict their binding affinity value. This is MHC class II binding data. From a dataset of Peptide-MHC class II binding affinity with 134,281 pairs from IEDB. (1) The peptide sequence is ETADELAALLAAVQA. The MHC is DRB1_1101 with pseudo-sequence DRB1_1101. The binding affinity (normalized) is 0.110. (2) The MHC is DRB1_0701 with pseudo-sequence DRB1_0701. The peptide sequence is HVRVSQPSLILVSQY. The binding affinity (normalized) is 0.715. (3) The peptide sequence is LTSYLGLTQPFLGLC. The MHC is DRB3_0301 with pseudo-sequence DRB3_0301. The binding affinity (normalized) is 0.524. (4) The peptide sequence is ENVKMEDVGYPIIID. The MHC is DRB1_1302 with pseudo-sequence DRB1_1302. The binding affinity (normalized) is 0.755.